This data is from Reaction yield outcomes from USPTO patents with 853,638 reactions. The task is: Predict the reaction yield, written as a fraction of the theoretical maximum amount of product (1.0 means a 100% yield; for example, 0.34 means a 34% yield). (1) The reactants are [F:1][C:2]1[CH:10]=[CH:9][C:8]([CH2:11][C:12]2[C:21]3[C:16](=[CH:17][CH:18]=[CH:19][CH:20]=3)[C:15](=[O:22])[NH:14][N:13]=2)=[CH:7][C:3]=1[C:4](O)=[O:5].F[P-](F)(F)(F)(F)F.N1(OC(N(C)C)=[N+](C)C)C2C=CC=CC=2N=N1.Cl.[N:48]1[N:49]=[CH:50][N:51]2[CH2:56][CH2:55][NH:54][CH2:53][C:52]=12.C(N(CC)C(C)C)(C)C. The catalyst is CN(C)C=O. The product is [N:48]1[N:49]=[CH:50][N:51]2[CH2:56][CH2:55][N:54]([C:4]([C:3]3[CH:7]=[C:8]([CH2:11][C:12]4[C:21]5[C:16](=[CH:17][CH:18]=[CH:19][CH:20]=5)[C:15](=[O:22])[NH:14][N:13]=4)[CH:9]=[CH:10][C:2]=3[F:1])=[O:5])[CH2:53][C:52]=12. The yield is 0.217. (2) The catalyst is [Cu]I.C1C=CC([P]([Pd]([P](C2C=CC=CC=2)(C2C=CC=CC=2)C2C=CC=CC=2)([P](C2C=CC=CC=2)(C2C=CC=CC=2)C2C=CC=CC=2)[P](C2C=CC=CC=2)(C2C=CC=CC=2)C2C=CC=CC=2)(C2C=CC=CC=2)C2C=CC=CC=2)=CC=1. The reactants are Br[C:2]1[C:10]2[N:9]3[CH:11]=[N:12][N:13]=[C:8]3[CH:7]=[N:6][C:5]=2[N:4]([S:14]([C:17]2[CH:23]=[CH:22][C:20]([CH3:21])=[CH:19][CH:18]=2)(=[O:16])=[O:15])[CH:3]=1.[CH3:24][N:25]1[CH2:30][CH2:29][N:28]([C:31]2[N:36]=[C:35]([Sn](CCCC)(CCCC)CCCC)[CH:34]=[CH:33][N:32]=2)[CH2:27][CH2:26]1.[Li+].[Cl-].[F-].[Cs+]. The yield is 0.690. The product is [CH3:24][N:25]1[CH2:26][CH2:27][N:28]([C:31]2[N:32]=[C:33]([C:2]3[C:10]4[N:9]5[CH:11]=[N:12][N:13]=[C:8]5[CH:7]=[N:6][C:5]=4[N:4]([S:14]([C:17]4[CH:18]=[CH:19][C:20]([CH3:21])=[CH:22][CH:23]=4)(=[O:16])=[O:15])[CH:3]=3)[CH:34]=[CH:35][N:36]=2)[CH2:29][CH2:30]1. (3) The reactants are [Cl:1][C:2]1[CH:7]=[C:6](Cl)[C:5]([N+:9]([O-:11])=[O:10])=[CH:4][N:3]=1.[CH:12]1([NH2:16])[CH2:15][CH2:14][CH2:13]1. No catalyst specified. The product is [Cl:1][C:2]1[CH:7]=[C:6]([NH:16][CH:12]2[CH2:15][CH2:14][CH2:13]2)[C:5]([N+:9]([O-:11])=[O:10])=[CH:4][N:3]=1. The yield is 1.00. (4) The reactants are [CH:1]([N:4]1[C:8]([C:9]2[N:18]=[C:17]3[N:11]([CH2:12][CH2:13][O:14][C:15]4[CH:22]=[C:21]([O:23]C)[N:20]=[CH:19][C:16]=43)[CH:10]=2)=[N:7][CH:6]=[N:5]1)([CH3:3])[CH3:2].Br. The catalyst is C(O)(=O)C. The product is [CH:1]([N:4]1[C:8]([C:9]2[N:18]=[C:17]3[N:11]([CH2:12][CH2:13][O:14][C:15]4[CH:22]=[C:21]([OH:23])[N:20]=[CH:19][C:16]=43)[CH:10]=2)=[N:7][CH:6]=[N:5]1)([CH3:3])[CH3:2]. The yield is 0.690. (5) The reactants are [C:1]([O:5][C:6]([N:8]1[CH2:13][CH2:12][CH:11]([O:14][C:15]2[CH:24]=[C:23]([N:25]3[CH2:29][CH2:28][CH2:27][CH2:26]3)[CH:22]=[CH:21][C:16]=2[C:17]([O:19]C)=[O:18])[CH2:10][CH2:9]1)=[O:7])([CH3:4])([CH3:3])[CH3:2].[Li+].[OH-].CO. The catalyst is C1COCC1. The product is [C:1]([O:5][C:6]([N:8]1[CH2:13][CH2:12][CH:11]([O:14][C:15]2[CH:24]=[C:23]([N:25]3[CH2:26][CH2:27][CH2:28][CH2:29]3)[CH:22]=[CH:21][C:16]=2[C:17]([OH:19])=[O:18])[CH2:10][CH2:9]1)=[O:7])([CH3:4])([CH3:2])[CH3:3]. The yield is 0.780. (6) The reactants are [CH3:1][N:2]([S:17]([C:20]1[N:21]([CH3:25])[CH:22]=[CH:23][N:24]=1)(=[O:19])=[O:18])[C:3]1[CH:4]=[CH:5][CH:6]=[C:7]2[C:11]=1[NH:10][C:9]([C:12]([O:14]CC)=[O:13])=[CH:8]2.[OH-].[K+]. The catalyst is O1CCCC1.CO. The product is [CH3:1][N:2]([S:17]([C:20]1[N:21]([CH3:25])[CH:22]=[CH:23][N:24]=1)(=[O:19])=[O:18])[C:3]1[CH:4]=[CH:5][CH:6]=[C:7]2[C:11]=1[NH:10][C:9]([C:12]([OH:14])=[O:13])=[CH:8]2. The yield is 1.00. (7) The reactants are Cl[C:2]1[CH:9]=[C:8]([C:10]2[C:11]([C:15]([F:18])([F:17])[F:16])=[N:12][NH:13][CH:14]=2)[CH:7]=[CH:6][C:3]=1[C:4]#[N:5].[S-2:19].[Na+].[Na+].O. The catalyst is CN(C)C=O. The product is [SH:19][C:2]1[CH:9]=[C:8]([C:10]2[C:11]([C:15]([F:18])([F:17])[F:16])=[N:12][NH:13][CH:14]=2)[CH:7]=[CH:6][C:3]=1[C:4]#[N:5]. The yield is 0.976. (8) The reactants are Cl.[CH:2]12[C:10](=[O:11])[CH:6]([CH2:7][NH:8][CH2:9]1)[CH2:5][O:4][CH2:3]2.C([O-])([O-])=O.[Na+].[Na+].Cl[C:19]([O:21][CH2:22][C:23]1[CH:28]=[CH:27][CH:26]=[CH:25][CH:24]=1)=[O:20]. The catalyst is CCOC(C)=O. The product is [CH2:22]([O:21][C:19]([N:8]1[CH2:7][CH:6]2[C:10](=[O:11])[CH:2]([CH2:3][O:4][CH2:5]2)[CH2:9]1)=[O:20])[C:23]1[CH:28]=[CH:27][CH:26]=[CH:25][CH:24]=1. The yield is 0.770. (9) The reactants are [Cl:1][C:2]1[N:6]2[CH:7]=[C:8]([C:15]3[N:16]([C:20]([O:22][C:23]([CH3:26])([CH3:25])[CH3:24])=[O:21])[CH:17]=[CH:18][CH:19]=3)[CH:9]=[C:10]([C:11]([F:14])([F:13])[F:12])[C:5]2=[N:4][C:3]=1[C:27](O)=[O:28].Cl.[NH:31]1[CH2:36][CH2:35][CH:34]([N:37]2[CH2:41][CH2:40][O:39][C:38]2=[O:42])[CH2:33][CH2:32]1.CCN(C(C)C)C(C)C.CN(C(ON1N=NC2C=CC=NC1=2)=[N+](C)C)C.F[P-](F)(F)(F)(F)F. The catalyst is CN(C=O)C.CCOC(C)=O. The product is [Cl:1][C:2]1[N:6]2[CH:7]=[C:8]([C:15]3[N:16]([C:20]([O:22][C:23]([CH3:24])([CH3:26])[CH3:25])=[O:21])[CH:17]=[CH:18][CH:19]=3)[CH:9]=[C:10]([C:11]([F:12])([F:13])[F:14])[C:5]2=[N:4][C:3]=1[C:27]([N:31]1[CH2:32][CH2:33][CH:34]([N:37]2[CH2:41][CH2:40][O:39][C:38]2=[O:42])[CH2:35][CH2:36]1)=[O:28]. The yield is 0.980.